Predict which catalyst facilitates the given reaction. From a dataset of Catalyst prediction with 721,799 reactions and 888 catalyst types from USPTO. (1) Reactant: [F:1][C:2]1[CH:3]=[C:4]([CH:8]=[CH:9][C:10]=1[OH:11])[C:5]([OH:7])=[O:6].[F:12][C:13]1[CH:20]=[CH:19][C:16]([CH2:17]Br)=[CH:15][CH:14]=1.C(=O)([O-])[O-].[K+].[K+]. Product: [F:12][C:13]1[CH:20]=[CH:19][C:16]([CH2:17][O:6][C:5](=[O:7])[C:4]2[CH:8]=[CH:9][C:10]([O:11][CH2:17][C:16]3[CH:19]=[CH:20][C:13]([F:12])=[CH:14][CH:15]=3)=[C:2]([F:1])[CH:3]=2)=[CH:15][CH:14]=1. The catalyst class is: 20. (2) Reactant: [NH2:1][CH2:2][CH2:3][CH:4]1[CH2:11][N:10]2[C:12]3[CH:13]=[C:14]([C:25]([O:27][CH3:28])=[O:26])[CH:15]=[CH:16][C:17]=3[C:18]([CH:19]3[CH2:24][CH2:23][CH2:22][CH2:21][CH2:20]3)=[C:9]2[C:8]2[CH:29]=[CH:30][CH:31]=[CH:32][C:7]=2[O:6][CH2:5]1.[C:33]([O:37][C:38]([NH:40][CH2:41][CH2:42][C:43](O)=[O:44])=[O:39])([CH3:36])([CH3:35])[CH3:34].CN(C(ON1N=NC2C=CC=NC1=2)=[N+](C)C)C.F[P-](F)(F)(F)(F)F.CCN(C(C)C)C(C)C. Product: [C:33]([O:37][C:38]([NH:40][CH2:41][CH2:42][C:43]([NH:1][CH2:2][CH2:3][CH:4]1[CH2:11][N:10]2[C:12]3[CH:13]=[C:14]([C:25]([O:27][CH3:28])=[O:26])[CH:15]=[CH:16][C:17]=3[C:18]([CH:19]3[CH2:20][CH2:21][CH2:22][CH2:23][CH2:24]3)=[C:9]2[C:8]2[CH:29]=[CH:30][CH:31]=[CH:32][C:7]=2[O:6][CH2:5]1)=[O:44])=[O:39])([CH3:36])([CH3:35])[CH3:34]. The catalyst class is: 91. (3) Reactant: [NH2:1][C:2]1[N:3]=[C:4]2[CH:9]=[CH:8][C:7]([O:10][C:11]3[CH:12]=[C:13]([NH:17][C:18](=[O:29])[C:19]4[CH:24]=[CH:23][CH:22]=[C:21]([C:25]([F:28])([F:27])[F:26])[CH:20]=4)[CH:14]=[CH:15][CH:16]=3)=[N:6][N:5]2[CH:30]=1.C(N(CC)CC)C.[CH3:38][S:39](Cl)(=[O:41])=[O:40]. Product: [CH3:38][S:39]([NH:1][C:2]1[N:3]=[C:4]2[CH:9]=[CH:8][C:7]([O:10][C:11]3[CH:12]=[C:13]([NH:17][C:18](=[O:29])[C:19]4[CH:24]=[CH:23][CH:22]=[C:21]([C:25]([F:28])([F:27])[F:26])[CH:20]=4)[CH:14]=[CH:15][CH:16]=3)=[N:6][N:5]2[CH:30]=1)(=[O:41])=[O:40]. The catalyst class is: 7. (4) Reactant: [CH:1]1([CH2:4][N:5]2[CH2:30][CH2:29][C@:12]34[C:13]5[C:14]6[O:28][C@H:11]3C(=O)[CH2:9][CH2:8][C@@:7]4([OH:32])[C@H:6]2[CH2:19][C:18]=5[CH:17]=[CH:16][C:15]=6[O:20][CH2:21][C:22]2[CH:27]=[CH:26][CH:25]=[CH:24][CH:23]=2)[CH2:3][CH2:2]1.[CH:33]([O:38][CH3:39])([O:36][CH3:37])OC.S(=O)(=O)(O)O. Product: [CH:1]1([CH2:4][N:5]2[CH2:30][CH2:29][C@:12]34[C:13]5[C:14]6[O:28][C@H:11]3[C:33]([O:36][CH3:37])([O:38][CH3:39])[CH2:9][CH2:8][C@@:7]4([OH:32])[C@H:6]2[CH2:19][C:18]=5[CH:17]=[CH:16][C:15]=6[O:20][CH2:21][C:22]2[CH:27]=[CH:26][CH:25]=[CH:24][CH:23]=2)[CH2:3][CH2:2]1. The catalyst class is: 5. (5) Reactant: [Cl:1][C:2]1[CH:17]=[CH:16][C:5]([CH2:6][N:7]2[C:15]3[C:10](=[CH:11][CH:12]=[CH:13][CH:14]=3)[CH:9]=[CH:8]2)=[CH:4][CH:3]=1.[C:18](Cl)(=[O:22])[C:19](Cl)=[O:20].[NH2:24][C:25]1[CH:26]=[C:27]2[C:32](=[CH:33][CH:34]=1)[N:31]=[C:30]([CH3:35])[CH:29]=[CH:28]2. Product: [CH3:35][C:30]1[CH:29]=[CH:28][C:27]2[C:32](=[CH:33][CH:34]=[C:25]([NH:24][C:18](=[O:22])[C:19]([C:9]3[C:10]4[C:15](=[CH:14][CH:13]=[CH:12][CH:11]=4)[N:7]([CH2:6][C:5]4[CH:4]=[CH:3][C:2]([Cl:1])=[CH:17][CH:16]=4)[CH:8]=3)=[O:20])[CH:26]=2)[N:31]=1. The catalyst class is: 332. (6) Reactant: [F:1][C:2]1[CH:3]=[C:4]([C:8]2[C:9]([C:13]([O:15][CH2:16][CH3:17])=[O:14])=[CH:10][NH:11][CH:12]=2)[CH:5]=[CH:6][CH:7]=1.[Br:18]N1C(=O)CCC1=O.S([O-])([O-])(=O)=S.[Na+].[Na+]. Product: [Br:18][C:12]1[NH:11][CH:10]=[C:9]([C:13]([O:15][CH2:16][CH3:17])=[O:14])[C:8]=1[C:4]1[CH:5]=[CH:6][CH:7]=[C:2]([F:1])[CH:3]=1. The catalyst class is: 7.